This data is from NCI-60 drug combinations with 297,098 pairs across 59 cell lines. The task is: Regression. Given two drug SMILES strings and cell line genomic features, predict the synergy score measuring deviation from expected non-interaction effect. (1) Drug 1: C1=C(C(=O)NC(=O)N1)N(CCCl)CCCl. Drug 2: CN1C2=C(C=C(C=C2)N(CCCl)CCCl)N=C1CCCC(=O)O.Cl. Cell line: MOLT-4. Synergy scores: CSS=76.4, Synergy_ZIP=5.15, Synergy_Bliss=5.00, Synergy_Loewe=-2.97, Synergy_HSA=7.88. (2) Cell line: OVCAR-5. Drug 2: CC(C)NC(=O)C1=CC=C(C=C1)CNNC.Cl. Drug 1: CC1OCC2C(O1)C(C(C(O2)OC3C4COC(=O)C4C(C5=CC6=C(C=C35)OCO6)C7=CC(=C(C(=C7)OC)O)OC)O)O. Synergy scores: CSS=14.9, Synergy_ZIP=-1.49, Synergy_Bliss=0.841, Synergy_Loewe=-3.20, Synergy_HSA=0.0252. (3) Drug 1: CC12CCC(CC1=CCC3C2CCC4(C3CC=C4C5=CN=CC=C5)C)O. Drug 2: CC12CCC3C(C1CCC2O)C(CC4=C3C=CC(=C4)O)CCCCCCCCCS(=O)CCCC(C(F)(F)F)(F)F. Cell line: SNB-75. Synergy scores: CSS=4.83, Synergy_ZIP=1.44, Synergy_Bliss=2.64, Synergy_Loewe=3.09, Synergy_HSA=2.41. (4) Drug 1: CC1=C(C(CCC1)(C)C)C=CC(=CC=CC(=CC(=O)O)C)C. Drug 2: C1=CC=C(C=C1)NC(=O)CCCCCCC(=O)NO. Cell line: KM12. Synergy scores: CSS=0.192, Synergy_ZIP=-1.84, Synergy_Bliss=1.21, Synergy_Loewe=-15.6, Synergy_HSA=-7.20. (5) Drug 1: C1=CC(=CC=C1CCC2=CNC3=C2C(=O)NC(=N3)N)C(=O)NC(CCC(=O)O)C(=O)O. Drug 2: CS(=O)(=O)CCNCC1=CC=C(O1)C2=CC3=C(C=C2)N=CN=C3NC4=CC(=C(C=C4)OCC5=CC(=CC=C5)F)Cl. Cell line: SK-MEL-5. Synergy scores: CSS=1.58, Synergy_ZIP=-0.428, Synergy_Bliss=2.27, Synergy_Loewe=-8.12, Synergy_HSA=-4.71. (6) Drug 1: CS(=O)(=O)C1=CC(=C(C=C1)C(=O)NC2=CC(=C(C=C2)Cl)C3=CC=CC=N3)Cl. Drug 2: C(=O)(N)NO. Cell line: SF-268. Synergy scores: CSS=2.83, Synergy_ZIP=1.93, Synergy_Bliss=3.22, Synergy_Loewe=-0.382, Synergy_HSA=-0.0249. (7) Drug 1: CC1OCC2C(O1)C(C(C(O2)OC3C4COC(=O)C4C(C5=CC6=C(C=C35)OCO6)C7=CC(=C(C(=C7)OC)O)OC)O)O. Drug 2: C1=CN(C(=O)N=C1N)C2C(C(C(O2)CO)O)O.Cl. Cell line: MOLT-4. Synergy scores: CSS=96.1, Synergy_ZIP=2.80, Synergy_Bliss=2.63, Synergy_Loewe=0.590, Synergy_HSA=5.24. (8) Drug 1: C(=O)(N)NO. Drug 2: CC1CCCC2(C(O2)CC(NC(=O)CC(C(C(=O)C(C1O)C)(C)C)O)C(=CC3=CSC(=N3)C)C)C. Cell line: CAKI-1. Synergy scores: CSS=33.5, Synergy_ZIP=1.51, Synergy_Bliss=1.87, Synergy_Loewe=-23.4, Synergy_HSA=1.33. (9) Drug 1: C1=NC2=C(N1)C(=S)N=C(N2)N. Drug 2: C1CCC(C(C1)N)N.C(=O)(C(=O)[O-])[O-].[Pt+4]. Cell line: SF-268. Synergy scores: CSS=15.0, Synergy_ZIP=-6.75, Synergy_Bliss=-2.27, Synergy_Loewe=-3.75, Synergy_HSA=-1.94.